This data is from Reaction yield outcomes from USPTO patents with 853,638 reactions. The task is: Predict the reaction yield, written as a fraction of the theoretical maximum amount of product (1.0 means a 100% yield; for example, 0.34 means a 34% yield). (1) The reactants are N[C:2]1[CH:6]=[C:5]([C:7]([NH:9][C:10]2[CH:15]=[CH:14][CH:13]=[C:12]([F:16])[CH:11]=2)=[O:8])[NH:4][N:3]=1.O1CCOCC1.ClC1C2C(=CC(OCCCCl)=C(OC)C=2)N=CN=1.ClCCl. The catalyst is CC(N(C)C)=O.Cl. The product is [F:16][C:12]1[CH:11]=[C:10]([NH:9][C:7]([C:5]2[NH:4][N:3]=[CH:2][CH:6]=2)=[O:8])[CH:15]=[CH:14][CH:13]=1. The yield is 0.810. (2) The reactants are [F:1][C:2]1[CH:7]=[CH:6][CH:5]=[CH:4][C:3]=1[N:8]1[C:16]2[C:11](=[C:12]([N:17]3[CH2:21][CH2:20][NH:19][C:18]3=[O:22])[CH:13]=[CH:14][CH:15]=2)[CH:10]=[N:9]1.[H-].[Na+].Br[CH2:26][C:27]1[O:28][C:29]([CH3:32])=[N:30][N:31]=1. The catalyst is O1CCCC1. The product is [F:1][C:2]1[CH:7]=[CH:6][CH:5]=[CH:4][C:3]=1[N:8]1[C:16]2[C:11](=[C:12]([N:17]3[CH2:21][CH2:20][N:19]([CH2:26][C:27]4[O:28][C:29]([CH3:32])=[N:30][N:31]=4)[C:18]3=[O:22])[CH:13]=[CH:14][CH:15]=2)[CH:10]=[N:9]1. The yield is 0.650. (3) The reactants are [CH:1]([N:4]1[C:8]([C:9]2[N:10]=[C:11]3[C:17]4[CH:18]=[N:19][C:20]([OH:22])=[CH:21][C:16]=4[O:15][CH2:14][CH2:13][N:12]3[CH:23]=2)=[N:7][C:6]([CH3:24])=[N:5]1)([CH3:3])[CH3:2].ClC1C=CC(N([S:33]([C:36]([F:39])([F:38])[F:37])(=[O:35])=[O:34])[S:33]([C:36]([F:39])([F:38])[F:37])(=[O:35])=[O:34])=NC=1.C(N(CC)CC)C. The catalyst is CN(C)C(=O)C.Cl.C(OCC)(=O)C. The product is [F:37][C:36]([F:39])([F:38])[S:33]([O:22][C:20]1[N:19]=[CH:18][C:17]2[C:11]3[N:12]([CH:23]=[C:9]([C:8]4[N:4]([CH:1]([CH3:3])[CH3:2])[N:5]=[C:6]([CH3:24])[N:7]=4)[N:10]=3)[CH2:13][CH2:14][O:15][C:16]=2[CH:21]=1)(=[O:35])=[O:34]. The yield is 0.710.